From a dataset of Acute oral toxicity (LD50) regression data from Zhu et al.. Regression/Classification. Given a drug SMILES string, predict its toxicity properties. Task type varies by dataset: regression for continuous values (e.g., LD50, hERG inhibition percentage) or binary classification for toxic/non-toxic outcomes (e.g., AMES mutagenicity, cardiotoxicity, hepatotoxicity). Dataset: ld50_zhu. (1) The compound is CC(C)OC(=O)c1cncc(C(=O)OC(C)C)c1. The rat oral LD50 is 1.68, given as -log10 of the dose in mol/kg body weight (higher means more acutely toxic). (2) The drug is CC1(C)C(C=C(Cl)Cl)C1C(=O)OC(C#N)c1ccc(F)c(Oc2ccccc2)c1. The rat oral LD50 is 2.86, given as -log10 of the dose in mol/kg body weight (higher means more acutely toxic).